This data is from Peptide-MHC class I binding affinity with 185,985 pairs from IEDB/IMGT. The task is: Regression. Given a peptide amino acid sequence and an MHC pseudo amino acid sequence, predict their binding affinity value. This is MHC class I binding data. The peptide sequence is FTMKHKKATY. The MHC is HLA-B35:01 with pseudo-sequence HLA-B35:01. The binding affinity (normalized) is 0.408.